The task is: Predict the reactants needed to synthesize the given product.. This data is from Retrosynthesis with 50K atom-mapped reactions and 10 reaction types from USPTO. (1) Given the product Cn1cnc2cnc(C#N)cc21, predict the reactants needed to synthesize it. The reactants are: Cn1cnc2cnc(Br)cc21.[C-]#N. (2) Given the product COc1cc(O)ccc1CN1CCCC1, predict the reactants needed to synthesize it. The reactants are: C1CCNC1.COc1cc(O)ccc1C=O. (3) Given the product CC1(C)NC(=O)N(c2cccc(Cc3n[nH]c(=O)c4c3CCCC4)c2)C1=O, predict the reactants needed to synthesize it. The reactants are: COC(=O)C(C)(C)NC(=O)Nc1cccc(Cc2n[nH]c(=O)c3c2CCCC3)c1. (4) Given the product Cc1ccc(-c2cc(Cl)ccc2OCc2ccccc2)n1-c1cccc(C(=O)NCc2ccccc2)c1, predict the reactants needed to synthesize it. The reactants are: Cc1ccc(-c2cc(Cl)ccc2OCc2ccccc2)n1-c1cccc(C(=O)O)c1.NCc1ccccc1.